Dataset: Full USPTO retrosynthesis dataset with 1.9M reactions from patents (1976-2016). Task: Predict the reactants needed to synthesize the given product. (1) Given the product [CH2:1]([CH:3]1[CH2:12][C:11]2[C:6](=[CH:7][CH:8]=[CH:9][CH:10]=2)[NH:5][CH2:4]1)[CH3:2], predict the reactants needed to synthesize it. The reactants are: [CH2:1]([C:3]1[CH2:4][NH:5][C:6]2[C:11]([CH:12]=1)=[CH:10][CH:9]=[CH:8][CH:7]=2)[CH3:2]. (2) Given the product [OH-:24].[NH4+:7].[CH:3]1([CH2:6][N:7]2[C:11]3[CH:12]=[CH:13][CH:14]=[CH:15][C:10]=3[N:9]=[C:8]2[N:16]2[CH2:22][CH2:21][CH2:20][N:19]([CH2:50][CH2:49][C@:40]3([C:43]4[CH:48]=[CH:47][CH:46]=[CH:45][CH:44]=4)[CH2:41][CH2:42][N:38]([C:36]([C:26]4[CH:27]=[C:28]([N:31]5[CH:35]=[N:34][N:33]=[N:32]5)[CH:29]=[CH:30][C:25]=4[O:24][CH3:23])=[O:37])[CH2:39]3)[CH2:18][CH2:17]2)[CH2:4][CH2:5]1, predict the reactants needed to synthesize it. The reactants are: I.I.[CH:3]1([CH2:6][N:7]2[C:11]3[CH:12]=[CH:13][CH:14]=[CH:15][C:10]=3[N:9]=[C:8]2[N:16]2[CH2:22][CH2:21][CH2:20][NH:19][CH2:18][CH2:17]2)[CH2:5][CH2:4]1.[CH3:23][O:24][C:25]1[CH:30]=[CH:29][C:28]([N:31]2[CH:35]=[N:34][N:33]=[N:32]2)=[CH:27][C:26]=1[C:36]([N:38]1[CH2:42][CH2:41][C@:40]([CH2:49][CH2:50]OS(C)(=O)=O)([C:43]2[CH:48]=[CH:47][CH:46]=[CH:45][CH:44]=2)[CH2:39]1)=[O:37].C(N(CC)CC)C.C(#N)C. (3) Given the product [OH:4][CH2:5][C:6]1[C:7]([N:35]2[CH2:47][CH2:46][N:38]3[C:39]4[CH2:40][CH2:41][CH2:42][CH2:43][C:44]=4[CH:45]=[C:37]3[C:36]2=[O:48])=[N:8][CH:9]=[CH:10][C:11]=1[C:12]1[CH:17]=[C:16]([NH:18][C:19]2[CH:24]=[CH:23][C:22]([C:25]([N:27]3[CH2:32][CH2:31][O:30][CH2:29][CH2:28]3)=[O:26])=[CH:21][N:20]=2)[C:15](=[O:33])[N:14]([CH3:34])[N:13]=1, predict the reactants needed to synthesize it. The reactants are: C([O:4][CH2:5][C:6]1[C:7]([N:35]2[CH2:47][CH2:46][N:38]3[C:39]4[CH2:40][CH2:41][CH2:42][CH2:43][C:44]=4[CH:45]=[C:37]3[C:36]2=[O:48])=[N:8][CH:9]=[CH:10][C:11]=1[C:12]1[CH:17]=[C:16]([NH:18][C:19]2[CH:24]=[CH:23][C:22]([C:25]([N:27]3[CH2:32][CH2:31][O:30][CH2:29][CH2:28]3)=[O:26])=[CH:21][N:20]=2)[C:15](=[O:33])[N:14]([CH3:34])[N:13]=1)(=O)C. (4) Given the product [F:23][C:2]([F:22])([F:1])[C:3]1[CH:4]=[C:5]([NH:9][C:10]2[O:14][C:13]([C:15]3[CH:20]=[CH:19][C:18]([O:21][C:35]4[N:40]=[C:39]([NH2:41])[N:38]=[C:37]([NH2:42])[CH:36]=4)=[CH:17][CH:16]=3)=[N:12][N:11]=2)[CH:6]=[CH:7][CH:8]=1, predict the reactants needed to synthesize it. The reactants are: [F:1][C:2]([F:23])([F:22])[C:3]1[CH:4]=[C:5]([NH:9][C:10]2[O:14][C:13]([C:15]3[CH:20]=[CH:19][C:18]([OH:21])=[CH:17][CH:16]=3)=[N:12][N:11]=2)[CH:6]=[CH:7][CH:8]=1.C[Si]([N-][Si](C)(C)C)(C)C.[K+].Cl[C:35]1[N:40]=[C:39]([NH2:41])[N:38]=[C:37]([NH2:42])[CH:36]=1.C([O-])([O-])=O.[K+].[K+]. (5) Given the product [C:39]([C:42]1[C:55]2[C:54](=[C:53]3[C:48](=[CH:47][CH:46]=2)[NH:49][CH2:50][CH2:51][CH2:52]3)[O:45][C:44](=[O:56])[CH:43]=1)(=[O:41])[CH3:40], predict the reactants needed to synthesize it. The reactants are: OC(C1C=CC(C2C(=O)OC3C(C=2)=CC2CCCN4CCCC=3C=24)=CC=1)C.OC1C=CC=C2C=1C=CC=N2.[C:39]([C:42]1[C:55]2[C:46](=[CH:47][C:48]3[NH:49][CH2:50][CH2:51][CH2:52][C:53]=3[CH:54]=2)[O:45][C:44](=[O:56])[CH:43]=1)(=[O:41])[CH3:40]. (6) Given the product [Br:41][C:13]1[CH:14]=[C:15]([CH2:18][N:19]([C:27]2[O:28][C:29]([C:32]3[CH:33]=[CH:34][C:35]([C:38](=[O:40])[NH2:39])=[CH:36][CH:37]=3)=[CH:30][N:31]=2)[C:20]2[CH:21]=[CH:22][C:23]([F:26])=[CH:24][CH:25]=2)[CH:16]=[CH:17][C:12]=1[C:9]([P:4](=[O:3])([OH:8])[OH:5])([F:10])[F:11], predict the reactants needed to synthesize it. The reactants are: C([O:3][P:4]([C:9]([C:12]1[CH:17]=[CH:16][C:15]([CH2:18][N:19]([C:27]2[O:28][C:29]([C:32]3[CH:37]=[CH:36][C:35]([C:38](=[O:40])[NH2:39])=[CH:34][CH:33]=3)=[CH:30][N:31]=2)[C:20]2[CH:25]=[CH:24][C:23]([F:26])=[CH:22][CH:21]=2)=[CH:14][C:13]=1[Br:41])([F:11])[F:10])(=[O:8])[O:5]CC)C.C[Si](N([Si](C)(C)C)C(=O)C(F)(F)F)(C)C.